This data is from Full USPTO retrosynthesis dataset with 1.9M reactions from patents (1976-2016). The task is: Predict the reactants needed to synthesize the given product. (1) The reactants are: Cl.[OH:2][C:3]1[C:8]([CH:9]2[CH2:14][CH2:13][N:12]([CH:15]3[CH2:21][CH2:20][CH2:19][N:18]([C:22]([O:24][CH2:25][CH3:26])=[O:23])[CH2:17][CH2:16]3)[CH2:11][CH2:10]2)=[CH:7][CH:6]=[CH:5][N:4]=1.Cl[C:28]([F:33])([F:32])C([O-])=O.[Na+]. Given the product [F:32][CH:28]([F:33])[O:2][C:3]1[C:8]([CH:9]2[CH2:10][CH2:11][N:12]([CH:15]3[CH2:21][CH2:20][CH2:19][N:18]([C:22]([O:24][CH2:25][CH3:26])=[O:23])[CH2:17][CH2:16]3)[CH2:13][CH2:14]2)=[CH:7][CH:6]=[CH:5][N:4]=1, predict the reactants needed to synthesize it. (2) Given the product [CH3:18][O:13][C:12](=[O:14])[C:11](=[O:15])[CH2:10][C:9]([CH3:17])([CH3:16])[CH2:8][C:3]1[CH:4]=[CH:5][CH:6]=[CH:7][C:2]=1[Br:1], predict the reactants needed to synthesize it. The reactants are: [Br:1][C:2]1[CH:7]=[CH:6][CH:5]=[CH:4][C:3]=1[CH2:8][C:9]([CH3:17])([CH3:16])[CH2:10][C:11](=[O:15])[C:12]([OH:14])=[O:13].[C:18](=O)([O-])[O-].[K+].[K+].IC. (3) The reactants are: [Cl:1][C:2]1[CH:3]=[C:4]([N:32]([C@H:35]2[CH2:40][CH2:39][C@H:38]([N:41]([CH3:43])[CH3:42])[CH2:37][CH2:36]2)[CH2:33][CH3:34])[C:5]([CH3:31])=[C:6]([CH:30]=1)[C:7]([NH:9][CH2:10][C:11]1[C:12]([O:28][CH3:29])=[N:13][C:14]([CH3:27])=[CH:15][C:16]=1[O:17]CC1C=CC(OC)=CC=1)=[O:8].C(O)(C(F)(F)F)=O. Given the product [Cl:1][C:2]1[CH:3]=[C:4]([N:32]([C@H:35]2[CH2:40][CH2:39][C@H:38]([N:41]([CH3:43])[CH3:42])[CH2:37][CH2:36]2)[CH2:33][CH3:34])[C:5]([CH3:31])=[C:6]([CH:30]=1)[C:7]([NH:9][CH2:10][C:11]1[C:16](=[O:17])[CH:15]=[C:14]([CH3:27])[NH:13][C:12]=1[O:28][CH3:29])=[O:8], predict the reactants needed to synthesize it. (4) The reactants are: [CH3:1][C:2]1[N:6]([CH2:7][C:8]([O:10]CC)=[O:9])[C:5]2[CH:13]=[CH:14][S:15][C:4]=2[C:3]=1[CH2:16][C:17]1[CH:22]=[CH:21][CH:20]=[CH:19][C:18]=1[S:23]([N:26]1[CH2:30][CH2:29][CH2:28][CH2:27]1)(=[O:25])=[O:24].[OH-].[Li+]. Given the product [CH3:1][C:2]1[N:6]([CH2:7][C:8]([OH:10])=[O:9])[C:5]2[CH:13]=[CH:14][S:15][C:4]=2[C:3]=1[CH2:16][C:17]1[CH:22]=[CH:21][CH:20]=[CH:19][C:18]=1[S:23]([N:26]1[CH2:30][CH2:29][CH2:28][CH2:27]1)(=[O:24])=[O:25], predict the reactants needed to synthesize it. (5) Given the product [N:1]1[CH:6]=[CH:5][C:4]([C:7]2[CH:14]=[CH:13][C:10](/[CH:11]=[CH:23]/[CH:24]=[O:25])=[CH:9][CH:8]=2)=[N:3][CH:2]=1, predict the reactants needed to synthesize it. The reactants are: [N:1]1[CH:6]=[CH:5][C:4]([C:7]2[CH:14]=[CH:13][C:10]([CH:11]=O)=[CH:9][CH:8]=2)=[N:3][CH:2]=1.N1(C2C=C[C:23]([CH:24]=[O:25])=CC=2)C=CC=N1.